This data is from Peptide-MHC class I binding affinity with 185,985 pairs from IEDB/IMGT. The task is: Regression. Given a peptide amino acid sequence and an MHC pseudo amino acid sequence, predict their binding affinity value. This is MHC class I binding data. (1) The peptide sequence is VIILAALFMY. The MHC is HLA-A11:01 with pseudo-sequence HLA-A11:01. The binding affinity (normalized) is 0.436. (2) The peptide sequence is LPIDKCSRI. The MHC is HLA-A02:01 with pseudo-sequence HLA-A02:01. The binding affinity (normalized) is 0. (3) The peptide sequence is WTLYAVATTV. The MHC is HLA-A02:06 with pseudo-sequence HLA-A02:06. The binding affinity (normalized) is 0.584. (4) The peptide sequence is DVHPGEPVVK. The MHC is HLA-A03:01 with pseudo-sequence HLA-A03:01. The binding affinity (normalized) is 0.109. (5) The peptide sequence is QINELHHSK. The MHC is HLA-B35:01 with pseudo-sequence HLA-B35:01. The binding affinity (normalized) is 0.0847. (6) The peptide sequence is RTEILGLVK. The MHC is HLA-B15:17 with pseudo-sequence HLA-B15:17. The binding affinity (normalized) is 0.0847. (7) The peptide sequence is GMAEDLQSL. The MHC is HLA-A02:03 with pseudo-sequence HLA-A02:03. The binding affinity (normalized) is 1.00.